From a dataset of Peptide-MHC class II binding affinity with 134,281 pairs from IEDB. Regression. Given a peptide amino acid sequence and an MHC pseudo amino acid sequence, predict their binding affinity value. This is MHC class II binding data. (1) The peptide sequence is VLAFITFLRVLSIPP. The MHC is DRB1_0701 with pseudo-sequence DRB1_0701. The binding affinity (normalized) is 0.845. (2) The peptide sequence is AYESYKFIPALEAAV. The MHC is DRB1_0404 with pseudo-sequence DRB1_0404. The binding affinity (normalized) is 0.835. (3) The peptide sequence is GIDTNAYYVMTVGTKTFL. The MHC is DRB5_0101 with pseudo-sequence DRB5_0101. The binding affinity (normalized) is 0.614. (4) The peptide sequence is KVSFEPIPIHYCAPAGFA. The MHC is DRB1_0405 with pseudo-sequence DRB1_0405. The binding affinity (normalized) is 0.263. (5) The peptide sequence is ARTDLLAFTAFPKQI. The MHC is DRB1_0901 with pseudo-sequence DRB1_0901. The binding affinity (normalized) is 0.395. (6) The peptide sequence is GELQIVDKIDAFFKI. The MHC is DRB1_0802 with pseudo-sequence DRB1_0802. The binding affinity (normalized) is 0.490.